Dataset: CYP1A2 inhibition data for predicting drug metabolism from PubChem BioAssay. Task: Regression/Classification. Given a drug SMILES string, predict its absorption, distribution, metabolism, or excretion properties. Task type varies by dataset: regression for continuous measurements (e.g., permeability, clearance, half-life) or binary classification for categorical outcomes (e.g., BBB penetration, CYP inhibition). Dataset: cyp1a2_veith. (1) The drug is COc1ccc(O[C@H]2C=C[C@@H](c3ccccc3)O[C@H]2CO/N=C(/C)CCC(=O)OC[C@@H]2O[C@H](c3ccccc3)C=C[C@@H]2Oc2ccc(OC)cc2)cc1. The result is 0 (non-inhibitor). (2) The drug is CCCCN(C)S(=O)(=O)c1ccc(C(=O)Nc2nnc(CSC)o2)cc1. The result is 0 (non-inhibitor). (3) The molecule is CC[C@H](C(=O)[C@H](C)[C@H](O)[C@H](C)CCc1ccc(C)c(O)c1C(=O)[O-])[C@H]1O[C@](CC)([C@@H]2CC[C@@](O)(CC)[C@H](C)O2)C[C@H]1C.[Na+]. The result is 0 (non-inhibitor). (4) The compound is CCn1c(SCc2ccc(C#N)cc2)nnc1-c1ccc(S(=O)(=O)N2CCCCC2)cc1. The result is 0 (non-inhibitor). (5) The drug is CS(=O)(=O)c1nc(-c2ccccc2)cc(-c2ccccc2)c1C#N. The result is 1 (inhibitor). (6) The drug is CN(C)c1nc(-c2cccc(C#N)c2)nc2ccccc12. The result is 1 (inhibitor). (7) The compound is COc1ccc(NC(=O)N2CCCC3(CCN(S(=O)(=O)c4ccccc4)CC3)C2)cc1. The result is 0 (non-inhibitor).